From a dataset of Reaction yield outcomes from USPTO patents with 853,638 reactions. Predict the reaction yield, written as a fraction of the theoretical maximum amount of product (1.0 means a 100% yield; for example, 0.34 means a 34% yield). (1) The reactants are [Br:1][C:2]1[C:3]([O:10][CH:11]([F:13])[F:12])=[N:4][CH:5]=[C:6]([CH2:8]Br)[CH:7]=1.BrC1[C:16](OC(F)F)=[N:17][CH:18]=C(C)C=1.BrN1C(=O)CCC1=O.[N:34](C(C)(C)C#N)=[N:35]C(C)(C)C#N. The catalyst is C(Cl)(Cl)(Cl)Cl.O. The product is [N:34]1([CH2:8][C:6]2[CH:7]=[C:2]([Br:1])[C:3]([O:10][CH:11]([F:13])[F:12])=[N:4][CH:5]=2)[CH:18]=[N:17][CH:16]=[N:35]1. The yield is 0.600. (2) The reactants are [N:1]1[CH:6]=[CH:5][C:4](=[O:7])[NH:3][CH:2]=1.[Cl:8]Cl. The catalyst is C(O)(=O)C.[Fe](Cl)(Cl)Cl. The product is [Cl-:8].[Cl:8][C:5]1[C:4](=[O:7])[NH2+:3][CH:2]=[N:1][CH:6]=1. The yield is 0.840. (3) The reactants are C[O:2][C:3](=[O:19])[C:4]([C:6]1[S:10][C:9]([NH:11][C:12]([O:14][C:15]([CH3:18])([CH3:17])[CH3:16])=[O:13])=[N:8][CH:7]=1)=[O:5].[Na]. The catalyst is C(O)C. The product is [C:15]([O:14][C:12]([NH:11][C:9]1[S:10][C:6]([C:4](=[O:5])[C:3]([OH:19])=[O:2])=[CH:7][N:8]=1)=[O:13])([CH3:18])([CH3:16])[CH3:17]. The yield is 0.820. (4) The reactants are [F:1][C:2]1[CH:3]=[N:4][C:5]([C@@H:8]([NH:10][C:11](=[O:13])C)[CH3:9])=[N:6][CH:7]=1.[C:14]([O:18]C(OC([O:18][C:14]([CH3:17])([CH3:16])[CH3:15])=O)=O)([CH3:17])([CH3:16])[CH3:15].O.[OH-].[Li+].O. The catalyst is CN(C1C=CN=CC=1)C.C1COCC1.CCOCC. The product is [F:1][C:2]1[CH:3]=[N:4][C:5]([C@@H:8]([NH:10][C:11](=[O:13])[O:18][C:14]([CH3:17])([CH3:16])[CH3:15])[CH3:9])=[N:6][CH:7]=1. The yield is 0.800.